From a dataset of Full USPTO retrosynthesis dataset with 1.9M reactions from patents (1976-2016). Predict the reactants needed to synthesize the given product. (1) Given the product [NH2:8][CH2:9][C@@H:10]1[CH2:15][CH2:14][C@H:13]([CH2:16][OH:17])[CH2:12][CH2:11]1, predict the reactants needed to synthesize it. The reactants are: C([NH:8][CH2:9][C@@H:10]1[CH2:15][CH2:14][C@H:13]([CH2:16][OH:17])[CH2:12][CH2:11]1)C1C=CC=CC=1. (2) Given the product [CH3:1][O:2][C:3](=[O:21])[C:4]([CH3:6])([NH:7][C:8]([C:10]1[CH:19]=[CH:18][C:17]2[C:12](=[CH:13][CH:14]=[CH:15][CH:16]=2)[C:11]=1[C:16]#[C:15][CH2:14][CH2:13][C:12]1[CH:17]=[CH:18][CH:19]=[CH:10][CH:11]=1)=[O:9])[CH3:5], predict the reactants needed to synthesize it. The reactants are: [CH3:1][O:2][C:3](=[O:21])[C:4]([NH:7][C:8]([C:10]1[CH:19]=[CH:18][C:17]2[C:12](=[CH:13][CH:14]=[CH:15][CH:16]=2)[C:11]=1Br)=[O:9])([CH3:6])[CH3:5]. (3) Given the product [Cl:1][C:2]1[CH:3]=[CH:4][C:5]([C:25]#[N:26])=[C:6]([C:8]2[C:13]([O:14][CH3:15])=[CH:12][N:11]([CH:16]([CH2:33][CH:34]3[CH2:39][CH2:38][O:37][CH2:36][CH2:35]3)[C:17]([O:19][C:20]([CH3:21])([CH3:22])[CH3:23])=[O:18])[C:10](=[O:24])[CH:9]=2)[CH:7]=1, predict the reactants needed to synthesize it. The reactants are: [Cl:1][C:2]1[CH:3]=[CH:4][C:5]([C:25]#[N:26])=[C:6]([C:8]2[C:13]([O:14][CH3:15])=[CH:12][N:11]([CH2:16][C:17]([O:19][C:20]([CH3:23])([CH3:22])[CH3:21])=[O:18])[C:10](=[O:24])[CH:9]=2)[CH:7]=1.FC(F)(F)S(O[CH2:33][CH:34]1[CH2:39][CH2:38][O:37][CH2:36][CH2:35]1)(=O)=O.